Dataset: CYP2D6 inhibition data for predicting drug metabolism from PubChem BioAssay. Task: Regression/Classification. Given a drug SMILES string, predict its absorption, distribution, metabolism, or excretion properties. Task type varies by dataset: regression for continuous measurements (e.g., permeability, clearance, half-life) or binary classification for categorical outcomes (e.g., BBB penetration, CYP inhibition). Dataset: cyp2d6_veith. (1) The drug is N#CCCn1c(=O)c(-c2cccc(C#N)c2)nc2cnc(Oc3ccccc3)nc21. The result is 0 (non-inhibitor). (2) The drug is Cc1nnc(SCCCn2c(N3CCN(c4ccccc4)CC3)nc3c2c(=O)[nH]c(=O)n3C)s1. The result is 0 (non-inhibitor). (3) The compound is O=C(O)CS(=O)(=O)C(c1ccccc1)c1ccccc1. The result is 0 (non-inhibitor). (4) The molecule is COCCn1c(=O)cnc2cnc(N3CCN(C)CC3)nc21. The result is 0 (non-inhibitor). (5) The compound is Fc1cccc(Cl)c1CSc1ncn[nH]1. The result is 0 (non-inhibitor).